This data is from Catalyst prediction with 721,799 reactions and 888 catalyst types from USPTO. The task is: Predict which catalyst facilitates the given reaction. (1) Reactant: [CH3:1][C:2]1[CH:7]=[C:6]([CH3:8])[CH:5]=[CH:4][C:3]=1[C:9]1[O:13][C:12]([NH2:14])=[N:11][N:10]=1.C([O-])([O-])=O.[K+].[K+].Br.Br[CH2:23][C:24]1[CH:29]=[CH:28][CH:27]=[CH:26][N:25]=1. Product: [CH3:1][C:2]1[CH:7]=[C:6]([CH3:8])[CH:5]=[CH:4][C:3]=1[C:9]1[O:13][C:12]([NH:14][CH2:23][C:24]2[CH:29]=[CH:28][CH:27]=[CH:26][N:25]=2)=[N:11][N:10]=1. The catalyst class is: 10. (2) Reactant: [F:1][C:2]1[CH:7]=[CH:6][C:5]([C:8]2[C:12]([CH2:13][O:14][C:15]3[CH:16]=[C:17]([C:21](O)=[O:22])[N:18]([CH3:20])[N:19]=3)=[C:11]([CH3:24])[O:10][N:9]=2)=[CH:4][CH:3]=1.C(N1C=CN=C1)([N:27]1C=CN=C1)=O.[OH-].[NH4+].[Cl-].[Na+]. Product: [F:1][C:2]1[CH:7]=[CH:6][C:5]([C:8]2[C:12]([CH2:13][O:14][C:15]3[CH:16]=[C:17]([C:21]([NH2:27])=[O:22])[N:18]([CH3:20])[N:19]=3)=[C:11]([CH3:24])[O:10][N:9]=2)=[CH:4][CH:3]=1. The catalyst class is: 3. (3) Reactant: Cl[C:2]1[N:7]=[C:6]([CH3:8])[C:5]([CH:9]([CH2:14][CH2:15][CH3:16])[C:10]([O:12][CH3:13])=[O:11])=[C:4]([C:17]2[CH:22]=[CH:21][C:20]([CH3:23])=[CH:19][CH:18]=2)[N:3]=1.[C:24]1([CH3:33])[CH:29]=[CH:28][C:27](B(O)O)=[CH:26][CH:25]=1.C(N(CC)C(C)C)(C)C. Product: [CH3:8][C:6]1[C:5]([CH:9]([CH2:14][CH2:15][CH3:16])[C:10]([O:12][CH3:13])=[O:11])=[C:4]([C:17]2[CH:22]=[CH:21][C:20]([CH3:23])=[CH:19][CH:18]=2)[N:3]=[C:2]([C:27]2[CH:28]=[CH:29][C:24]([CH3:33])=[CH:25][CH:26]=2)[N:7]=1. The catalyst class is: 659.